From a dataset of Forward reaction prediction with 1.9M reactions from USPTO patents (1976-2016). Predict the product of the given reaction. (1) Given the reactants [CH:1]([C:3]1[CH:19]=[C:18]([C:20]([F:23])([F:22])[F:21])[CH:17]=[CH:16][C:4]=1[O:5][C:6]1[CH:7]=[C:8]([CH2:12][C:13]([OH:15])=[O:14])[CH:9]=[CH:10][CH:11]=1)=O.[CH2:24]([CH2:26][NH2:27])[OH:25].C(O[BH-](OC(=O)C)OC(=O)C)(=O)C.[Na+], predict the reaction product. The product is: [OH:25][CH2:24][CH2:26][NH:27][CH2:1][C:3]1[CH:19]=[C:18]([C:20]([F:21])([F:22])[F:23])[CH:17]=[CH:16][C:4]=1[O:5][C:6]1[CH:7]=[C:8]([CH2:12][C:13]([OH:15])=[O:14])[CH:9]=[CH:10][CH:11]=1. (2) Given the reactants [CH2:1]([CH:8]1[CH2:13][CH2:12][NH:11][CH2:10][CH2:9]1)[C:2]1[CH:7]=[CH:6][CH:5]=[CH:4][CH:3]=1.Cl[CH2:15][C:16]([NH:18][C:19]1[CH:28]=[CH:27][C:22]2[NH:23][C:24](=[O:26])[NH:25][C:21]=2[CH:20]=1)=[O:17], predict the reaction product. The product is: [CH2:1]([CH:8]1[CH2:13][CH2:12][N:11]([CH2:15][C:16]([NH:18][C:19]2[CH:28]=[CH:27][C:22]3[NH:23][C:24](=[O:26])[NH:25][C:21]=3[CH:20]=2)=[O:17])[CH2:10][CH2:9]1)[C:2]1[CH:7]=[CH:6][CH:5]=[CH:4][CH:3]=1.